This data is from Forward reaction prediction with 1.9M reactions from USPTO patents (1976-2016). The task is: Predict the product of the given reaction. (1) Given the reactants C(Cl)(=O)C(Cl)=O.[Br:7][C:8]1[CH:13]=[CH:12][N:11]=[C:10]([C:14]([OH:16])=O)[CH:9]=1.[F:17][C:18]1[CH:32]=[CH:31][C:21]([CH2:22][NH:23][O:24][CH:25]2[CH2:30][CH2:29][CH2:28][CH2:27][O:26]2)=[CH:20][CH:19]=1.C(N(CC)CC)C, predict the reaction product. The product is: [F:17][C:18]1[CH:32]=[CH:31][C:21]([CH2:22][N:23]([O:24][CH:25]2[CH2:30][CH2:29][CH2:28][CH2:27][O:26]2)[C:14]([C:10]2[CH:9]=[C:8]([Br:7])[CH:13]=[CH:12][N:11]=2)=[O:16])=[CH:20][CH:19]=1. (2) Given the reactants Br[C:2]1[C:3]([CH3:9])=[N:4][C:5]([NH2:8])=[N:6][CH:7]=1.C([O-])(=O)C.[K+].[CH3:15][C:16]1([CH3:32])[C:20]([CH3:22])([CH3:21])[O:19][B:18]([B:18]2[O:19][C:20]([CH3:22])([CH3:21])[C:16]([CH3:32])([CH3:15])[O:17]2)[O:17]1.CCOC(C)=O, predict the reaction product. The product is: [CH3:9][C:3]1[C:2]([B:18]2[O:19][C:20]([CH3:22])([CH3:21])[C:16]([CH3:32])([CH3:15])[O:17]2)=[CH:7][N:6]=[C:5]([NH2:8])[N:4]=1. (3) Given the reactants [Cl:1][C:2]1[CH:3]=[N:4][C:5]([N:8]2[CH2:13][CH2:12][CH:11]([CH:14]3[CH2:16][CH:15]3[CH2:17][CH2:18][OH:19])[CH2:10][CH2:9]2)=[N:6][CH:7]=1.[S:20](Cl)([C:23]1[CH:29]=[CH:28][C:26]([CH3:27])=[CH:25][CH:24]=1)(=[O:22])=[O:21], predict the reaction product. The product is: [CH3:27][C:26]1[CH:28]=[CH:29][C:23]([S:20]([O:19][CH2:18][CH2:17][C@H:15]2[CH2:16][C@@H:14]2[CH:11]2[CH2:12][CH2:13][N:8]([C:5]3[N:6]=[CH:7][C:2]([Cl:1])=[CH:3][N:4]=3)[CH2:9][CH2:10]2)(=[O:22])=[O:21])=[CH:24][CH:25]=1. (4) Given the reactants C([O:4][CH2:5][C:6]1[C:14]([CH2:15][C@@H:16]([CH2:22][C:23]([O:25][CH2:26]C)=[O:24])[C:17]([O:19][CH2:20]C)=[O:18])=[CH:13][C:12]([Br:28])=[C:11]2[C:7]=1[C:8]([Br:29])=[N:9][NH:10]2)(=O)C.C[O-].[Mg+2].C[O-], predict the reaction product. The product is: [Br:29][C:8]1[C:7]2[C:11](=[C:12]([Br:28])[CH:13]=[C:14]([CH2:15][C@@H:16]([CH2:22][C:23]([O:25][CH3:26])=[O:24])[C:17]([O:19][CH3:20])=[O:18])[C:6]=2[CH2:5][OH:4])[NH:10][N:9]=1. (5) Given the reactants [Si:1]([O:8][CH2:9][C@@H:10]([NH:16][C:17](=[O:23])[O:18][C:19]([CH3:22])([CH3:21])[CH3:20])[CH2:11][CH2:12][CH2:13][CH2:14][OH:15])([C:4]([CH3:7])([CH3:6])[CH3:5])([CH3:3])[CH3:2].N1C=CC=CC=1.[C:30](Cl)(=[O:35])[C:31]([CH3:34])([CH3:33])[CH3:32], predict the reaction product. The product is: [C:30]([O:15][CH2:14][CH2:13][CH2:12][CH2:11][C@H:10]([NH:16][C:17]([O:18][C:19]([CH3:22])([CH3:21])[CH3:20])=[O:23])[CH2:9][O:8][Si:1]([C:4]([CH3:7])([CH3:6])[CH3:5])([CH3:3])[CH3:2])(=[O:35])[C:31]([CH3:34])([CH3:33])[CH3:32]. (6) Given the reactants [ClH:1].[NH2:2][CH2:3][C@H:4]([S:6][CH2:7][C@@:8]([CH3:13])([C:10]([OH:12])=[O:11])[NH2:9])[CH3:5].FC(F)(F)C(O)=O.C(OC([NH:31][CH2:32][C@H:33](SC[C@@](C)(C(O)=O)N)C)=O)C1C=CC=CC=1, predict the reaction product. The product is: [ClH:1].[ClH:1].[NH:31]=[C:32]([NH:2][CH2:3][C@H:4]([S:6][CH2:7][C@@:8]([CH3:13])([C:10]([OH:12])=[O:11])[NH2:9])[CH3:5])[CH3:33].